From a dataset of Reaction yield outcomes from USPTO patents with 853,638 reactions. Predict the reaction yield, written as a fraction of the theoretical maximum amount of product (1.0 means a 100% yield; for example, 0.34 means a 34% yield). The reactants are [F:1][C:2]([F:14])([F:13])[C:3]1[CH:8]=[CH:7][CH:6]=[CH:5][C:4]=1[C:9](=[O:12])[CH2:10][CH3:11].[Br:15]Br. The catalyst is C(Cl)(Cl)(Cl)Cl. The product is [Br:15][CH:10]([CH3:11])[C:9]([C:4]1[CH:5]=[CH:6][CH:7]=[CH:8][C:3]=1[C:2]([F:13])([F:14])[F:1])=[O:12]. The yield is 0.950.